Dataset: Reaction yield outcomes from USPTO patents with 853,638 reactions. Task: Predict the reaction yield, written as a fraction of the theoretical maximum amount of product (1.0 means a 100% yield; for example, 0.34 means a 34% yield). (1) The reactants are C(=O)([O-])[O-].[K+].[K+].[CH3:7]N1CCCC1=O.[Br:14][C:15]1[C:16]([Cl:26])=[C:17]([OH:25])[C:18]([S:21]([CH3:24])(=[O:23])=[O:22])=[CH:19][CH:20]=1.Cl[CH2:28][CH2:29][CH:30]1[O:34][CH2:33][CH2:32][O:31]1. The catalyst is [I-].[K+].O.C1(C)C=CC=CC=1. The product is [C:15]1([CH3:7])[CH:16]=[CH:17][CH:18]=[CH:19][CH:20]=1.[Br:14][C:15]1[C:16]([Cl:26])=[C:17]([C:18]([S:21]([CH3:24])(=[O:23])=[O:22])=[CH:19][CH:20]=1)[O:25][CH2:28][CH2:29][CH:30]1[O:34][CH2:33][CH2:32][O:31]1. The yield is 0.974. (2) The reactants are [CH:1]([CH:3]1[CH2:8][CH2:7][N:6]([CH2:9][C:10]2[CH:22]=[CH:21][C:13]([C:14]([O:16]C(C)(C)C)=[O:15])=[CH:12][CH:11]=2)[CH2:5][CH2:4]1)=O.[Br:23][C:24]1[CH:29]=[CH:28][C:27]([C@@H:30]2[CH2:32][C@H:31]2[NH2:33])=[CH:26][CH:25]=1.[B-]C#N.[Na+].O. The catalyst is CO. The product is [Br:23][C:24]1[CH:25]=[CH:26][C:27]([C@@H:30]2[CH2:32][C@H:31]2[NH:33][CH2:1][CH:3]2[CH2:4][CH2:5][N:6]([CH2:9][C:10]3[CH:11]=[CH:12][C:13]([C:14]([OH:16])=[O:15])=[CH:21][CH:22]=3)[CH2:7][CH2:8]2)=[CH:28][CH:29]=1. The yield is 0.268. (3) The reactants are [Cl:1][C:2]1[C:7]([C:8]([NH2:10])=[O:9])=[C:6]([OH:11])[C:5]([NH:12][C:13]2[C:16](=[O:17])[C:15](=[O:18])[C:14]=2Cl)=[CH:4][CH:3]=1.[NH2:20][C:21]1[CH:26]=[CH:25][CH:24]=[CH:23][CH:22]=1. The catalyst is CS(C)=O. The product is [Cl:1][C:2]1[C:7]([C:8]([NH2:10])=[O:9])=[C:6]([OH:11])[C:5]([NH:12][C:13]2[C:16](=[O:17])[C:15](=[O:18])[C:14]=2[NH:20][C:21]2[CH:26]=[CH:25][CH:24]=[CH:23][CH:22]=2)=[CH:4][CH:3]=1. The yield is 0.200. (4) The reactants are [F:1][C:2]([F:49])([F:48])[C:3]1[CH:4]=[C:5]([C:13]([N:15]([CH3:47])[C@@H:16]2[CH2:21][CH2:20][N:19]([C:22](=[O:38])[CH2:23][NH:24][CH:25]3[CH2:30][CH2:29][N:28](C(OC(C)(C)C)=O)[CH2:27][CH2:26]3)[CH2:18][C@H:17]2[C:39]2[CH:44]=[CH:43][C:42]([Cl:45])=[C:41]([Cl:46])[CH:40]=2)=[O:14])[CH:6]=[C:7]([C:9]([F:12])([F:11])[F:10])[CH:8]=1. The catalyst is Cl.CC(O)C. The product is [ClH:45].[ClH:45].[Cl:46][C:41]1[CH:40]=[C:39]([C@H:17]2[C@H:16]([N:15]([CH3:47])[C:13](=[O:14])[C:5]3[CH:6]=[C:7]([C:9]([F:12])([F:11])[F:10])[CH:8]=[C:3]([C:2]([F:49])([F:48])[F:1])[CH:4]=3)[CH2:21][CH2:20][N:19]([C:22](=[O:38])[CH2:23][NH:24][CH:25]3[CH2:26][CH2:27][NH:28][CH2:29][CH2:30]3)[CH2:18]2)[CH:44]=[CH:43][C:42]=1[Cl:45]. The yield is 0.630. (5) The reactants are [Cl:1][C:2]1[N:7]=[C:6]([N:8]2[C:12]3[CH:13]=[CH:14][CH:15]=[CH:16][C:11]=3[N:10]=[C:9]2/[CH:17]=[CH:18]/[C:19]2[CH:24]=[CH:23][CH:22]=[CH:21][CH:20]=2)[CH:5]=[CH:4][CH:3]=1.C[CH2:26][O-:27].[Na+].O. The catalyst is CO.C1(C)C=CC=CC=1. The product is [ClH:1].[CH3:26][O:27][C:2]1[N:7]=[C:6]([N:8]2[C:12]3[CH:13]=[CH:14][CH:15]=[CH:16][C:11]=3[N:10]=[C:9]2/[CH:17]=[CH:18]/[C:19]2[CH:24]=[CH:23][CH:22]=[CH:21][CH:20]=2)[CH:5]=[CH:4][CH:3]=1. The yield is 0.240. (6) The reactants are Cl[C:2]1[CH:7]=[C:6]([Cl:8])[N:5]=[C:4]2[NH:9][CH:10]=[C:11]([C:12]#[N:13])[C:3]=12.[I-:14].[Na+].C(Cl)(=O)C.O. The catalyst is C(#N)C. The product is [Cl:8][C:6]1[N:5]=[C:4]2[NH:9][CH:10]=[C:11]([C:12]#[N:13])[C:3]2=[C:2]([I:14])[CH:7]=1. The yield is 0.210. (7) The reactants are C(OC(N[C@@H](C(C)(C)C)C(O)=O)=O)(C)(C)C.C(OC(NC(C(C)(C)C)C(O)=O)=O)(C)(C)C.[NH2:33][C@H:34]1[C:42]2[C:37](=[CH:38][CH:39]=[CH:40][CH:41]=2)[CH2:36][C@H:35]1[OH:43].C(OC(=O)NC(C(=O)NC1C2C(=CC=CC=2)CC1O)C(C)(C)C)(C)(C)C.ClNC(=O)[O-].C([O:77][C:78]([C:80]1([NH:85][C:86]([CH:88]2[CH2:92][CH:91]([O:93][C:94]3[C:103]4[C:98](=[CH:99][C:100]([O:104][CH3:105])=[CH:101][CH:102]=4)[N:97]=[C:96]([C:106]4[CH:111]=[CH:110][CH:109]=[CH:108][CH:107]=4)[CH:95]=3)[CH2:90][N:89]2[C:112](=[O:132])[NH:113][CH:114]([C:119](=[O:131])NC2C3C(=CC=CC=3)CC2O)[C:115]([CH3:118])([CH3:117])[CH3:116])=[O:87])[CH2:82][CH:81]1[CH:83]=[CH2:84])=[O:79])C. No catalyst specified. The product is [OH:43][C@@H:35]1[CH2:36][C:37]2[C:42](=[CH:41][CH:40]=[CH:39][CH:38]=2)[C@@H:34]1[NH:33][C:119]([C@@H:114]([NH:113][C:112]([N:89]1[CH2:90][C@H:91]([O:93][C:94]2[C:103]3[C:98](=[CH:99][C:100]([O:104][CH3:105])=[CH:101][CH:102]=3)[N:97]=[C:96]([C:106]3[CH:111]=[CH:110][CH:109]=[CH:108][CH:107]=3)[CH:95]=2)[CH2:92][C@H:88]1[C:86]([NH:85][C@:80]1([C:78]([OH:79])=[O:77])[CH2:82][C@H:81]1[CH:83]=[CH2:84])=[O:87])=[O:132])[C:115]([CH3:118])([CH3:117])[CH3:116])=[O:131]. The yield is 0.260. (8) The reactants are [S:1]1[C:5]2[CH2:6][CH:7]3[CH:12]([C:4]=2[CH:3]=[CH:2]1)[CH2:11][CH2:10][NH:9][CH2:8]3.O.C([O-])(O)=O.[Na+].[C:19](O[C:19]([O:21][C:22]([CH3:25])([CH3:24])[CH3:23])=[O:20])([O:21][C:22]([CH3:25])([CH3:24])[CH3:23])=[O:20]. The catalyst is CC(C)=O.CCOC(C)=O. The product is [C:22]([O:21][C:19]([N:9]1[CH2:10][CH2:11][CH:12]2[CH:7]([CH2:6][C:5]3[S:1][CH:2]=[CH:3][C:4]=32)[CH2:8]1)=[O:20])([CH3:25])([CH3:24])[CH3:23]. The yield is 0.970. (9) The reactants are [H-].[Na+].[CH3:3][C:4]1[CH:9]=[C:8]([CH3:10])[CH:7]=[C:6]([CH3:11])[C:5]=1[OH:12].[Cl:13][C:14]1[N:15]=[C:16](Cl)[C:17]2[S:22][CH:21]=[CH:20][C:18]=2[N:19]=1. The catalyst is C1COCC1.O. The product is [Cl:13][C:14]1[N:15]=[C:16]([O:12][C:5]2[C:6]([CH3:11])=[CH:7][C:8]([CH3:10])=[CH:9][C:4]=2[CH3:3])[C:17]2[S:22][CH:21]=[CH:20][C:18]=2[N:19]=1. The yield is 0.560.